Task: Predict the reactants needed to synthesize the given product.. Dataset: Full USPTO retrosynthesis dataset with 1.9M reactions from patents (1976-2016) (1) Given the product [OH:3][CH2:4][CH2:5][N:6]1[CH2:7][CH2:8][CH:9]([C:12]([N:14]2[CH2:19][CH2:18][N:17]3[C:20](=[O:35])[O:21][C:22]([C:29]4[CH:30]=[CH:31][CH:32]=[CH:33][CH:34]=4)([C:23]4[CH:24]=[CH:25][CH:26]=[CH:27][CH:28]=4)[CH:16]3[CH2:15]2)=[O:13])[CH2:10][CH2:11]1, predict the reactants needed to synthesize it. The reactants are: C([O:3][C:4](=O)[CH2:5][N:6]1[CH2:11][CH2:10][CH:9]([C:12]([N:14]2[CH2:19][CH2:18][N:17]3[C:20](=[O:35])[O:21][C:22]([C:29]4[CH:34]=[CH:33][CH:32]=[CH:31][CH:30]=4)([C:23]4[CH:28]=[CH:27][CH:26]=[CH:25][CH:24]=4)[CH:16]3[CH2:15]2)=[O:13])[CH2:8][CH2:7]1)C.[H-].[Li+].[Al+3].[H-].[H-].[H-].C(OCC)(=O)C. (2) Given the product [CH2:19]([O:1][C:2]1[CH:11]=[C:10]([I:12])[CH:9]=[CH:8][C:3]=1[C:4]([O:6][CH3:7])=[O:5])[CH2:20][CH2:21][CH2:22][CH2:23][CH2:24][CH3:25], predict the reactants needed to synthesize it. The reactants are: [OH:1][C:2]1[CH:11]=[C:10]([I:12])[CH:9]=[CH:8][C:3]=1[C:4]([O:6][CH3:7])=[O:5].C(=O)([O-])[O-].[Cs+].[Cs+].[CH2:19](I)[CH2:20][CH2:21][CH2:22][CH2:23][CH2:24][CH3:25].Cl. (3) Given the product [C:27]([O:31][C:32](=[O:44])[NH:33][CH2:34][CH:35]([C:36]1[CH:41]=[CH:40][CH:39]=[C:38]([Cl:42])[CH:37]=1)[NH:43][C:5]1[N:10]=[C:9]([C:11]2[N:15]3[CH:16]=[CH:17][N:18]=[C:19]([N:20]4[CH2:25][CH2:24][N:23]([CH3:26])[CH2:22][CH2:21]4)[C:14]3=[N:13][CH:12]=2)[CH:8]=[CH:7][N:6]=1)([CH3:30])([CH3:28])[CH3:29], predict the reactants needed to synthesize it. The reactants are: CS([C:5]1[N:10]=[C:9]([C:11]2[N:15]3[CH:16]=[CH:17][N:18]=[C:19]([N:20]4[CH2:25][CH2:24][N:23]([CH3:26])[CH2:22][CH2:21]4)[C:14]3=[N:13][CH:12]=2)[CH:8]=[CH:7][N:6]=1)(=O)=O.[C:27]([O:31][C:32](=[O:44])[NH:33][CH2:34][CH:35]([NH2:43])[C:36]1[CH:41]=[CH:40][CH:39]=[C:38]([Cl:42])[CH:37]=1)([CH3:30])([CH3:29])[CH3:28]. (4) Given the product [F:31][C:11]1[CH:10]=[C:9]([O:8][C:6]2[CH:5]=[CH:4][N:3]=[C:2]([NH:1][C:37]([N:34]3[CH2:45][CH2:44][C@@H:43]([OH:42])[CH2:48]3)=[O:49])[CH:7]=2)[CH:14]=[CH:13][C:12]=1[NH:15][C:16]([C:18]1([C:21]([NH:23][C:24]2[CH:25]=[CH:26][C:27]([F:30])=[CH:28][CH:29]=2)=[O:22])[CH2:20][CH2:19]1)=[O:17], predict the reactants needed to synthesize it. The reactants are: [NH2:1][C:2]1[CH:7]=[C:6]([O:8][C:9]2[CH:14]=[CH:13][C:12]([NH:15][C:16]([C:18]3([C:21]([NH:23][C:24]4[CH:29]=[CH:28][C:27]([F:30])=[CH:26][CH:25]=4)=[O:22])[CH2:20][CH2:19]3)=[O:17])=[C:11]([F:31])[CH:10]=2)[CH:5]=[CH:4][N:3]=1.C([N:34]([CH2:37]C)CC)C.ClC([O:42][C:43]1[CH:48]=CC=[CH:45][CH:44]=1)=O.[O:49]1CCCC1. (5) Given the product [C:1]1([CH2:11][O:12][CH2:13][C:14]2[O:18][N:17]=[C:16]([C:19]([OH:21])=[O:20])[CH:15]=2)[C:10]2[C:5](=[CH:6][CH:7]=[CH:8][CH:9]=2)[CH:4]=[CH:3][CH:2]=1, predict the reactants needed to synthesize it. The reactants are: [C:1]1([CH2:11][O:12][CH2:13][C:14]2[O:18][N:17]=[C:16]([C:19]([O:21]CC)=[O:20])[CH:15]=2)[C:10]2[C:5](=[CH:6][CH:7]=[CH:8][CH:9]=2)[CH:4]=[CH:3][CH:2]=1.C(O)C.[OH-].[K+]. (6) Given the product [Cl:1][C:2]1[S:6][C:5]([CH2:7][CH2:8][S:9]([NH:12][C@H:13]2[CH2:17][CH2:16][N:15]([C@@H:18]([CH3:27])[C:19]([N:21]3[CH2:22][CH2:23][O:24][CH2:25][CH2:26]3)=[O:20])[C:14]2=[O:28])(=[O:10])=[O:11])=[CH:4][CH:3]=1, predict the reactants needed to synthesize it. The reactants are: [Cl:1][C:2]1[S:6][C:5](/[CH:7]=[CH:8]/[S:9]([NH:12][C@H:13]2[CH2:17][CH2:16][N:15]([C@@H:18]([CH3:27])[C:19]([N:21]3[CH2:26][CH2:25][O:24][CH2:23][CH2:22]3)=[O:20])[C:14]2=[O:28])(=[O:11])=[O:10])=[CH:4][CH:3]=1.